From a dataset of Forward reaction prediction with 1.9M reactions from USPTO patents (1976-2016). Predict the product of the given reaction. (1) Given the reactants [CH3:1][O:2][C:3]1[CH:4]=[CH:5][C:6]([N+:13]([O-])=O)=[C:7]([CH:12]=1)[C:8]([O:10][CH3:11])=[O:9], predict the reaction product. The product is: [NH2:13][C:6]1[CH:5]=[CH:4][C:3]([O:2][CH3:1])=[CH:12][C:7]=1[C:8]([O:10][CH3:11])=[O:9]. (2) Given the reactants [CH3:1][C:2]1[CH:7]=[CH:6][C:5]([C:8]2[N:12]([C:13]3[CH:18]=[CH:17][C:16]([S:19]([NH2:22])(=[O:21])=[O:20])=[CH:15][CH:14]=3)[N:11]=[C:10]([C:23]([F:26])([F:25])[F:24])[CH:9]=2)=[CH:4][CH:3]=1.[C:27](O)(=[O:29])[CH3:28], predict the reaction product. The product is: [CH3:1][C:2]1[CH:7]=[CH:6][C:5]([C:8]2[N:12]([C:13]3[CH:14]=[CH:15][C:16]([S:19]([NH:22][C:27](=[O:29])[CH3:28])(=[O:21])=[O:20])=[CH:17][CH:18]=3)[N:11]=[C:10]([C:23]([F:24])([F:26])[F:25])[CH:9]=2)=[CH:4][CH:3]=1.